From a dataset of Full USPTO retrosynthesis dataset with 1.9M reactions from patents (1976-2016). Predict the reactants needed to synthesize the given product. (1) Given the product [CH2:1]([N:8]1[C:13](=[O:14])[C:12]2[C:15]([CH3:18])=[N:16][S:17][C:11]=2[N:10]=[C:9]1[CH:19]([Br:22])[CH2:20][CH3:21])[C:2]1[CH:3]=[CH:4][CH:5]=[CH:6][CH:7]=1, predict the reactants needed to synthesize it. The reactants are: [CH2:1]([N:8]1[C:13](=[O:14])[C:12]2[C:15]([CH3:18])=[N:16][S:17][C:11]=2[N:10]=[C:9]1[CH2:19][CH2:20][CH3:21])[C:2]1[CH:7]=[CH:6][CH:5]=[CH:4][CH:3]=1.[Br:22]Br.CC([O-])=O.[Na+]. (2) Given the product [C:1]([C:3]1[C:4]([N:22]2[CH2:23][CH2:24][CH:25]([C:28](=[O:30])[NH:42][S:39]([CH2:38][C:35]3[CH:36]=[CH:37][C:32]([F:31])=[CH:33][CH:34]=3)(=[O:41])=[O:40])[CH2:26][CH2:27]2)=[N:5][C:6]([CH2:15][N:16]2[CH2:20][CH2:19][CH2:18][C:17]2=[O:21])=[C:7]([CH:8]=1)[C:9]([O:11][CH:12]([CH3:13])[CH3:14])=[O:10])#[N:2], predict the reactants needed to synthesize it. The reactants are: [C:1]([C:3]1[C:4]([N:22]2[CH2:27][CH2:26][CH:25]([C:28]([OH:30])=O)[CH2:24][CH2:23]2)=[N:5][C:6]([CH2:15][N:16]2[CH2:20][CH2:19][CH2:18][C:17]2=[O:21])=[C:7]([C:9]([O:11][CH:12]([CH3:14])[CH3:13])=[O:10])[CH:8]=1)#[N:2].[F:31][C:32]1[CH:37]=[CH:36][C:35]([CH2:38][S:39]([NH2:42])(=[O:41])=[O:40])=[CH:34][CH:33]=1.